The task is: Predict which catalyst facilitates the given reaction.. This data is from Catalyst prediction with 721,799 reactions and 888 catalyst types from USPTO. The catalyst class is: 39. Reactant: [OH:1][N:2]=[C:3]([C:5]1[C:6](=[O:36])[N:7]([C@H:23]2[C:31]3[C:26](=[C:27]([C:32]([F:35])([F:34])[F:33])[CH:28]=[CH:29][CH:30]=3)[CH2:25][CH2:24]2)[C:8](=[O:22])[N:9]([C:11]2[CH:21]=[CH:20][C:14]3[N:15]([CH3:19])[C:16](=[O:18])[O:17][C:13]=3[CH:12]=2)[CH:10]=1)[NH2:4].N1C=CC=CC=1.Cl[C:44](OCC(C)C)=[O:45].Cl.F[P-](F)(F)(F)(F)F.C(N1C=C[N+](C)=C1)C. Product: [CH3:19][N:15]1[C:14]2[CH:20]=[CH:21][C:11]([N:9]3[CH:10]=[C:5]([C:3]4[NH:4][C:44](=[O:45])[O:1][N:2]=4)[C:6](=[O:36])[N:7]([C@H:23]4[C:31]5[C:26](=[C:27]([C:32]([F:35])([F:34])[F:33])[CH:28]=[CH:29][CH:30]=5)[CH2:25][CH2:24]4)[C:8]3=[O:22])=[CH:12][C:13]=2[O:17][C:16]1=[O:18].